This data is from Full USPTO retrosynthesis dataset with 1.9M reactions from patents (1976-2016). The task is: Predict the reactants needed to synthesize the given product. (1) Given the product [CH3:16][N:15]([CH3:17])[CH2:14][CH2:13][S:11][C:1]1[C:10]2[C:5](=[CH:6][CH:7]=[CH:8][CH:9]=2)[CH:4]=[CH:3][CH:2]=1, predict the reactants needed to synthesize it. The reactants are: [C:1]1([SH:11])[C:10]2[C:5](=[CH:6][CH:7]=[CH:8][CH:9]=2)[CH:4]=[CH:3][CH:2]=1.Cl[CH2:13][CH2:14][N:15]([CH3:17])[CH3:16]. (2) Given the product [F:5][C:6]1[CH:11]=[C:10]([C:21](=[O:22])[CH2:20][C:14]2[CH:19]=[CH:18][CH:17]=[CH:16][CH:15]=2)[CH:9]=[CH:8][C:7]=1[O:12][CH3:13], predict the reactants needed to synthesize it. The reactants are: [Cl-].[Cl-].[Cl-].[Al+3].[F:5][C:6]1[CH:11]=[CH:10][CH:9]=[CH:8][C:7]=1[O:12][CH3:13].[C:14]1([CH2:20][C:21](Cl)=[O:22])[CH:19]=[CH:18][CH:17]=[CH:16][CH:15]=1.O. (3) The reactants are: [C:1](=[NH:21])([O:3][CH2:4][CH2:5][C:6]1[CH:11]=[CH:10][C:9]([O:12][C:13]2[CH:18]=[CH:17][C:16]([Cl:19])=[C:15]([CH3:20])[CH:14]=2)=[CH:8][CH:7]=1)[NH2:2].[CH2:22](/[C:24](=[CH:30]/O)/[C:25](OCC)=[O:26])[CH3:23].C([O-])([O-])=O.[K+].[K+]. Given the product [Cl:19][C:16]1[CH:17]=[CH:18][C:13]([O:12][C:9]2[CH:8]=[CH:7][C:6]([CH2:5][CH2:4][O:3][C:1]3[NH:2][CH:30]=[C:24]([CH2:22][CH3:23])[C:25](=[O:26])[N:21]=3)=[CH:11][CH:10]=2)=[CH:14][C:15]=1[CH3:20], predict the reactants needed to synthesize it. (4) Given the product [CH2:30]([O:29][C:28]1[CH:27]=[CH:26][C:4]([NH:5][C:6]2[C:15]3[C:10](=[CH:11][C:12]([O:24][CH3:25])=[CH:13][C:14]=3[O:16][CH:17]3[CH2:22][CH2:21][N:20]([CH3:23])[CH2:19][CH2:18]3)[N:9]=[CH:8][N:7]=2)=[CH:3][C:2]=1[CH3:1])[C:31]1[CH:36]=[CH:35][CH:34]=[CH:33][CH:32]=1, predict the reactants needed to synthesize it. The reactants are: [CH3:1][C:2]1[CH:3]=[C:4]([CH:26]=[CH:27][C:28]=1[OH:29])[NH:5][C:6]1[C:15]2[C:10](=[CH:11][C:12]([O:24][CH3:25])=[CH:13][C:14]=2[O:16][CH:17]2[CH2:22][CH2:21][N:20]([CH3:23])[CH2:19][CH2:18]2)[N:9]=[CH:8][N:7]=1.[CH2:30](Cl)[C:31]1[CH:36]=[CH:35][CH:34]=[CH:33][CH:32]=1. (5) Given the product [CH2:1]([O:3][C:4](=[O:28])[CH2:5][N:6]([S:31]([N:30]([CH3:35])[CH3:29])(=[O:33])=[O:32])[CH2:7][C:8]1[CH:13]=[CH:12][CH:11]=[C:10]([O:14][CH2:15][CH2:16][C:17]2[N:18]=[C:19]([C:22]3[CH:23]=[CH:24][CH:25]=[CH:26][CH:27]=3)[O:20][CH:21]=2)[CH:9]=1)[CH3:2], predict the reactants needed to synthesize it. The reactants are: [CH2:1]([O:3][C:4](=[O:28])[CH2:5][NH:6][CH2:7][C:8]1[CH:13]=[CH:12][CH:11]=[C:10]([O:14][CH2:15][CH2:16][C:17]2[N:18]=[C:19]([C:22]3[CH:27]=[CH:26][CH:25]=[CH:24][CH:23]=3)[O:20][CH:21]=2)[CH:9]=1)[CH3:2].[CH3:29][N:30]([CH3:35])[S:31](Cl)(=[O:33])=[O:32].C(N(CC)CC)C.